Dataset: Retrosynthesis with 50K atom-mapped reactions and 10 reaction types from USPTO. Task: Predict the reactants needed to synthesize the given product. (1) Given the product C1CN[C@H](CN2CCOCC2)C1, predict the reactants needed to synthesize it. The reactants are: CC(C)(C)OC(=O)N1CCC[C@H]1CN1CCOCC1. (2) Given the product COC(=O)COc1cccnc1-c1ccsc1, predict the reactants needed to synthesize it. The reactants are: COC(=O)CBr.Oc1cccnc1-c1ccsc1.